This data is from Reaction yield outcomes from USPTO patents with 853,638 reactions. The task is: Predict the reaction yield, written as a fraction of the theoretical maximum amount of product (1.0 means a 100% yield; for example, 0.34 means a 34% yield). (1) The reactants are [Cl:1][C:2]([F:14])([F:13])[C:3]1[CH:8]=[CH:7][C:6]([CH:9]([S:11][CH3:12])[CH3:10])=[CH:5][N:4]=1.[N:15]#[C:16][NH2:17].C(O)(=O)C.C(O)(=O)C.IC1C=CC=CC=1. The catalyst is O1CCCC1. The product is [Cl:1][C:2]([F:13])([F:14])[C:3]1[N:4]=[CH:5][C:6]([CH:9]([S:11]([CH3:12])=[N:17][C:16]#[N:15])[CH3:10])=[CH:7][CH:8]=1. The yield is 0.480. (2) The reactants are CC1[N:3]([C:8]2[CH:18]=[C:11]3[CH:12]([CH3:17])[N:13]([CH3:16])[CH2:14][CH2:15][N:10]3[N:9]=2)C(C)=CC=1.NO.Cl. The yield is 0.190. The catalyst is C(O)C. The product is [CH3:17][CH:12]1[N:13]([CH3:16])[CH2:14][CH2:15][N:10]2[N:9]=[C:8]([NH2:3])[CH:18]=[C:11]12. (3) The reactants are [OH:1][CH:2]([C:4]1[CH:13]=[CH:12][C:7]([C:8]([O:10][CH3:11])=[O:9])=[CH:6][CH:5]=1)[CH3:3].[F:14][C:15]1[CH:20]=[CH:19][CH:18]=[CH:17][C:16]=1O.C1(P(C2C=CC=CC=2)C2C=CC=CC=2)C=CC=CC=1.N(C(OC(C)C)=O)=NC(OC(C)C)=O. The catalyst is O1CCCC1.O. The product is [F:14][C:15]1[CH:20]=[CH:19][CH:18]=[CH:17][C:16]=1[O:1][CH:2]([C:4]1[CH:13]=[CH:12][C:7]([C:8]([O:10][CH3:11])=[O:9])=[CH:6][CH:5]=1)[CH3:3]. The yield is 0.330. (4) The catalyst is C1COCC1.CO. The product is [C:1]([O:4][C:5]1[CH:22]=[CH:21][C:8]2[N:9]=[C:10]([C:12]3[CH:17]=[CH:16][C:15]([NH2:18])=[CH:14][CH:13]=3)[S:11][C:7]=2[CH:6]=1)(=[O:3])[CH3:2]. The yield is 0.710. The reactants are [C:1]([O:4][C:5]1[CH:22]=[CH:21][C:8]2[N:9]=[C:10]([C:12]3[CH:17]=[CH:16][C:15]([N+:18]([O-])=O)=[CH:14][CH:13]=3)[S:11][C:7]=2[CH:6]=1)(=[O:3])[CH3:2]. (5) The reactants are CN(C(ON1N=NC2C=CC=NC1=2)=[N+](C)C)C.F[P-](F)(F)(F)(F)F.[C:25]([O:29][C:30]([N:32]1[CH2:37][CH2:36][C:35]([C:41]#[N:42])([C:38]([OH:40])=O)[CH2:34][CH2:33]1)=[O:31])([CH3:28])([CH3:27])[CH3:26].[Cl:43][C:44]1[N:49]=[CH:48][C:47]([CH2:50][NH2:51])=[CH:46][CH:45]=1.CCN(C(C)C)C(C)C. The catalyst is CC(N(C)C)=O. The product is [Cl:43][C:44]1[N:49]=[CH:48][C:47]([CH2:50][NH:51][C:38]([C:35]2([C:41]#[N:42])[CH2:34][CH2:33][N:32]([C:30]([O:29][C:25]([CH3:26])([CH3:27])[CH3:28])=[O:31])[CH2:37][CH2:36]2)=[O:40])=[CH:46][CH:45]=1. The yield is 0.397. (6) The reactants are [I-].[CH3:2][S+](C)(C)=O.[H-].[Na+].[NH:9]1[C:17]2[C:12](=[CH:13][CH:14]=[C:15]([CH:18]=[CH:19][C:20]([N:22]([O:24][CH3:25])[CH3:23])=[O:21])[CH:16]=2)[CH:11]=[CH:10]1. The catalyst is C1COCC1. The product is [CH3:25][O:24][N:22]([CH3:23])[C:20]([CH:19]1[CH2:2][CH:18]1[C:15]1[CH:16]=[C:17]2[C:12]([CH:11]=[CH:10][NH:9]2)=[CH:13][CH:14]=1)=[O:21]. The yield is 1.00.